From a dataset of Reaction yield outcomes from USPTO patents with 853,638 reactions. Predict the reaction yield, written as a fraction of the theoretical maximum amount of product (1.0 means a 100% yield; for example, 0.34 means a 34% yield). The reactants are [OH:1][C:2]([C:4](F)(F)F)=O.O[C:9](C(F)(F)F)=O.[OH:15][C:16]1[CH:17]=[CH:18][C:19]2[C:20]3[N:21]([CH2:37][CH2:38][N:39]=3)[C:22]([NH:28][C:29](=[O:36])[C:30]3[CH:35]=[CH:34][CH:33]=[N:32][CH:31]=3)=[N:23][C:24]=2[C:25]=1[O:26][CH3:27].[C:40]([O-:43])([O-])=O.[Cs+].[Cs+].[CH3:46][N:47]([CH:49]=O)[CH3:48]. No catalyst specified. The product is [OH:1][C@@H:2]([CH2:49][N:47]1[CH2:46][CH2:40][O:43][CH2:9][CH2:48]1)[CH2:4][O:15][C:16]1[CH:17]=[CH:18][C:19]2[C:20]3[N:21]([CH2:37][CH2:38][N:39]=3)[C:22]([NH:28][C:29]([C:30]3[CH:31]=[N:32][CH:33]=[CH:34][CH:35]=3)=[O:36])=[N:23][C:24]=2[C:25]=1[O:26][CH3:27]. The yield is 0.820.